This data is from Catalyst prediction with 721,799 reactions and 888 catalyst types from USPTO. The task is: Predict which catalyst facilitates the given reaction. (1) Reactant: C([O-])([O-])=O.[K+].[K+].[CH3:7][C:8]1[CH:13](/[CH:14]=[CH:15]/[C:16]([CH3:18])=[O:17])[C:12]([CH3:20])([CH3:19])[CH2:11][CH2:10][CH:9]=1.[H][H]. Product: [CH3:7][C:8]1[CH:13](/[CH:14]=[CH:15]/[CH:16]([OH:17])[CH3:18])[C:12]([CH3:19])([CH3:20])[CH2:11][CH2:10][CH:9]=1. The catalyst class is: 41. (2) Reactant: [Cl:1][C:2]1[C:11](=O)[C:10]2[C:5](=[CH:6][CH:7]=[C:8]([O:13][CH3:14])[N:9]=2)[NH:4][CH:3]=1.P(Br)(Br)[Br:16].O.C(=O)([O-])[O-].[K+].[K+]. Product: [Br:16][C:11]1[C:2]([Cl:1])=[CH:3][N:4]=[C:5]2[C:10]=1[N:9]=[C:8]([O:13][CH3:14])[CH:7]=[CH:6]2. The catalyst class is: 3. (3) Reactant: [CH2:1]([O:8][C:9]1[CH:14]=[CH:13][NH:12][C:11](=[O:15])[CH:10]=1)[C:2]1[CH:7]=[CH:6][CH:5]=[CH:4][CH:3]=1.CN(C=O)C.[H-].[Na+].F[C:24]1[CH:29]=[CH:28][C:27]([S:30]([CH3:33])(=[O:32])=[O:31])=[CH:26][C:25]=1[F:34]. Product: [CH2:1]([O:8][C:9]1[CH:14]=[CH:13][N:12]([C:24]2[CH:29]=[CH:28][C:27]([S:30]([CH3:33])(=[O:32])=[O:31])=[CH:26][C:25]=2[F:34])[C:11](=[O:15])[CH:10]=1)[C:2]1[CH:3]=[CH:4][CH:5]=[CH:6][CH:7]=1. The catalyst class is: 161. (4) The catalyst class is: 134. Reactant: C([Li])CCC.Br[C:7]1[CH:20]=[CH:19][C:10]([O:11][Si:12]([C:15]([CH3:18])([CH3:17])[CH3:16])([CH3:14])[CH3:13])=[CH:9][C:8]=1[O:21][CH3:22].[B:23](OC(C)C)([O:28]C(C)C)[O:24]C(C)C.Cl. Product: [Si:12]([O:11][C:10]1[CH:19]=[CH:20][C:7]([B:23]([OH:28])[OH:24])=[C:8]([O:21][CH3:22])[CH:9]=1)([C:15]([CH3:18])([CH3:17])[CH3:16])([CH3:14])[CH3:13]. (5) Reactant: [N:1]1([C:7]([CH:9]2[CH2:14][CH2:13][N:12]([CH2:15][C:16]3[CH:21]=[CH:20][C:19](B(O)O)=[CH:18][CH:17]=3)[CH2:11][CH2:10]2)=[O:8])[CH2:6][CH2:5][CH2:4][CH2:3][CH2:2]1.Br[C:26]1[N:30]2[N:31]=[C:32]([C:35]3[CH:36]=[C:37]([C:42]([F:45])([F:44])[F:43])[C:38]([NH2:41])=[N:39][CH:40]=3)[CH:33]=[CH:34][C:29]2=[N:28][CH:27]=1.C([O-])([O-])=O.[K+].[K+]. Product: [NH2:41][C:38]1[N:39]=[CH:40][C:35]([C:32]2[CH:33]=[CH:34][C:29]3[N:30]([C:26]([C:19]4[CH:20]=[CH:21][C:16]([CH2:15][N:12]5[CH2:13][CH2:14][CH:9]([C:7]([N:1]6[CH2:6][CH2:5][CH2:4][CH2:3][CH2:2]6)=[O:8])[CH2:10][CH2:11]5)=[CH:17][CH:18]=4)=[CH:27][N:28]=3)[N:31]=2)=[CH:36][C:37]=1[C:42]([F:45])([F:44])[F:43]. The catalyst class is: 628. (6) Reactant: [NH2:1][C:2]1[C:7]([C:8]([OH:10])=O)=[CH:6][C:5]([Cl:11])=[N:4][CH:3]=1.[CH:12](=N)[NH2:13]. Product: [Cl:11][C:5]1[N:4]=[CH:3][C:2]2[N:1]=[CH:12][NH:13][C:8](=[O:10])[C:7]=2[CH:6]=1. The catalyst class is: 52.